From a dataset of NCI-60 drug combinations with 297,098 pairs across 59 cell lines. Regression. Given two drug SMILES strings and cell line genomic features, predict the synergy score measuring deviation from expected non-interaction effect. Drug 1: CC1=C(N=C(N=C1N)C(CC(=O)N)NCC(C(=O)N)N)C(=O)NC(C(C2=CN=CN2)OC3C(C(C(C(O3)CO)O)O)OC4C(C(C(C(O4)CO)O)OC(=O)N)O)C(=O)NC(C)C(C(C)C(=O)NC(C(C)O)C(=O)NCCC5=NC(=CS5)C6=NC(=CS6)C(=O)NCCC[S+](C)C)O. Drug 2: CS(=O)(=O)OCCCCOS(=O)(=O)C. Cell line: DU-145. Synergy scores: CSS=18.2, Synergy_ZIP=3.85, Synergy_Bliss=4.50, Synergy_Loewe=-11.8, Synergy_HSA=1.38.